This data is from Peptide-MHC class II binding affinity with 134,281 pairs from IEDB. The task is: Regression. Given a peptide amino acid sequence and an MHC pseudo amino acid sequence, predict their binding affinity value. This is MHC class II binding data. (1) The peptide sequence is AAILDGDNLFPKV. The binding affinity (normalized) is 0.389. The MHC is HLA-DQA10501-DQB10201 with pseudo-sequence HLA-DQA10501-DQB10201. (2) The peptide sequence is KTKEGVLYVGSKTKE. The MHC is HLA-DQA10301-DQB10302 with pseudo-sequence HLA-DQA10301-DQB10302. The binding affinity (normalized) is 0.102. (3) The peptide sequence is AFILDVDNLFPKV. The MHC is DRB1_0401 with pseudo-sequence DRB1_0401. The binding affinity (normalized) is 0.815. (4) The binding affinity (normalized) is 0.508. The MHC is DRB1_1501 with pseudo-sequence DRB1_1501. The peptide sequence is TFTMRLLSPVRVPNY. (5) The binding affinity (normalized) is 0.631. The MHC is DRB5_0101 with pseudo-sequence DRB5_0101. The peptide sequence is AAIHEMFVNTLQMSS. (6) The peptide sequence is ALQSHDDVALVSVMW. The MHC is HLA-DQA10102-DQB10502 with pseudo-sequence HLA-DQA10102-DQB10502. The binding affinity (normalized) is 0.356. (7) The peptide sequence is EKHYFAATQFEPLAA. The binding affinity (normalized) is 0.549. The MHC is DRB1_1001 with pseudo-sequence DRB1_1001. (8) The peptide sequence is IDVWLGGLAENFLPY. The MHC is HLA-DQA10501-DQB10201 with pseudo-sequence HLA-DQA10501-DQB10201. The binding affinity (normalized) is 0.899. (9) The peptide sequence is PICPGYRWMCLRRFIIFL. The MHC is DRB1_0802 with pseudo-sequence DRB1_0802. The binding affinity (normalized) is 0.396.